From a dataset of Reaction yield outcomes from USPTO patents with 853,638 reactions. Predict the reaction yield, written as a fraction of the theoretical maximum amount of product (1.0 means a 100% yield; for example, 0.34 means a 34% yield). (1) The reactants are CC1C=CC2C(=CC=CC=2N2CCN(CCC3C=C(C=CC=3)N)CC2)N=1.[Cl:27]CCN=C=O.[CH3:33][C:34]1[CH:43]=[CH:42][C:41]2[C:36](=[CH:37][CH:38]=[CH:39][C:40]=2[N:44]2[CH2:49][CH2:48][N:47]([CH2:50][CH2:51][C:52]3[CH:53]=[C:54]([N:58]4[CH2:62][CH2:61][NH:60][C:59]4=[O:63])[CH:55]=[CH:56][CH:57]=3)[CH2:46][CH2:45]2)[N:35]=1. No catalyst specified. The product is [ClH:27].[ClH:27].[CH3:33][C:34]1[CH:43]=[CH:42][C:41]2[C:36](=[CH:37][CH:38]=[CH:39][C:40]=2[N:44]2[CH2:49][CH2:48][N:47]([CH2:50][CH2:51][C:52]3[CH:53]=[C:54]([N:58]4[CH2:62][CH2:61][NH:60][C:59]4=[O:63])[CH:55]=[CH:56][CH:57]=3)[CH2:46][CH2:45]2)[N:35]=1. The yield is 0.220. (2) The reactants are C(OC(=O)NC1C=CC=C(C(=O)[CH2:14][C:15]2[CH:20]=[CH:19][N:18]=[C:17]([Cl:21])[N:16]=2)C=1)C=C.[F:24][C:25]1[C:34]([NH:35][C:36]([O:38][CH2:39][CH:40]=[CH2:41])=[O:37])=[CH:33][CH:32]=[C:31]([F:42])[C:26]=1[C:27]([O:29]C)=O.ClC1N=C(C)C=CN=1. No catalyst specified. The product is [CH2:39]([O:38][C:36](=[O:37])[NH:35][C:34]1[CH:33]=[CH:32][C:31]([F:42])=[C:26]([C:27](=[O:29])[CH2:14][C:15]2[CH:20]=[CH:19][N:18]=[C:17]([Cl:21])[N:16]=2)[C:25]=1[F:24])[CH:40]=[CH2:41]. The yield is 0.602.